From a dataset of Reaction yield outcomes from USPTO patents with 853,638 reactions. Predict the reaction yield, written as a fraction of the theoretical maximum amount of product (1.0 means a 100% yield; for example, 0.34 means a 34% yield). The reactants are [Cl:1][C:2]1[N:10]([CH2:11][CH:12]=[CH2:13])[C:9]2[C:8](=[O:14])[NH:7][C:6](=[O:15])[N:5]([CH2:16][O:17][CH2:18][CH2:19][O:20][CH3:21])[C:4]=2[N:3]=1.[C:22](=O)([O-])[O-].[Na+].[Na+].CI. The catalyst is CN(C=O)C. The product is [Cl:1][C:2]1[N:10]([CH2:11][CH:12]=[CH2:13])[C:9]2[C:8](=[O:14])[N:7]([CH3:22])[C:6](=[O:15])[N:5]([CH2:16][O:17][CH2:18][CH2:19][O:20][CH3:21])[C:4]=2[N:3]=1. The yield is 0.850.